From a dataset of Reaction yield outcomes from USPTO patents with 853,638 reactions. Predict the reaction yield, written as a fraction of the theoretical maximum amount of product (1.0 means a 100% yield; for example, 0.34 means a 34% yield). (1) The reactants are [NH2:1][C:2]1[C:7]([CH3:8])=[CH:6][C:5]([OH:9])=[CH:4][C:3]=1[CH3:10].N1C=CN=C1.[CH:16]([Si:19](Cl)([CH:23]([CH3:25])[CH3:24])[CH:20]([CH3:22])[CH3:21])([CH3:18])[CH3:17]. The catalyst is C(Cl)Cl. The product is [CH3:10][C:3]1[CH:4]=[C:5]([O:9][Si:19]([CH:23]([CH3:25])[CH3:24])([CH:20]([CH3:22])[CH3:21])[CH:16]([CH3:18])[CH3:17])[CH:6]=[C:7]([CH3:8])[C:2]=1[NH2:1]. The yield is 0.790. (2) The reactants are C[O:2][C:3]([C:5]1([C:8]2[CH:9]=[CH:10][C:11]3[O:15][CH2:14][C:13]([CH3:17])([CH3:16])[C:12]=3[CH:18]=2)[CH2:7][CH2:6]1)=[O:4].[Li+].[OH-].Cl. The catalyst is CO. The product is [CH3:16][C:13]1([CH3:17])[C:12]2[CH:18]=[C:8]([C:5]3([C:3]([OH:4])=[O:2])[CH2:6][CH2:7]3)[CH:9]=[CH:10][C:11]=2[O:15][CH2:14]1. The yield is 0.410. (3) The reactants are Cl.[O:2]=[CH:3][C@@H:4]([C@@H:6]([C@@H:8]([CH2:10][OH:11])[OH:9])[OH:7])[OH:5].[C:12]([O-])(O)=O.[Na+].[CH3:17][CH2:18][C:19](=O)[CH2:20][CH3:21]. The catalyst is CO. The product is [CH2:18]([C:19]1([CH2:20][CH3:21])[O:9][C@H:8]2[CH:10]([O:11][CH3:12])[O:5][C@H:4]([CH2:3][OH:2])[C@H:6]2[O:7]1)[CH3:17]. The yield is 0.700. (4) The reactants are [CH3:1][O:2][CH2:3][CH2:4][N:5]1[CH:10]=[CH:9][C:8]([C:11]([O:13]C)=[O:12])=[CH:7][C:6]1=[O:15].[OH-].[Na+]. The catalyst is O1CCOCC1. The product is [CH3:1][O:2][CH2:3][CH2:4][N:5]1[CH:10]=[CH:9][C:8]([C:11]([OH:13])=[O:12])=[CH:7][C:6]1=[O:15]. The yield is 0.690. (5) The product is [CH3:1][O:2][C:3]([C:5]1[CH:9]=[C:8]([O:10][C:11]2[CH:16]=[CH:15][CH:14]=[CH:13][C:12]=2[NH:17][C:35]([NH:34][C:31]2[CH:32]=[CH:33][C:28]([C:24]([CH3:27])([CH3:26])[CH3:25])=[CH:29][CH:30]=2)=[O:36])[N:7]([C:18]2[CH:23]=[CH:22][CH:21]=[CH:20][CH:19]=2)[N:6]=1)=[O:4]. The catalyst is C1COCC1. The yield is 0.490. The reactants are [CH3:1][O:2][C:3]([C:5]1[CH:9]=[C:8]([O:10][C:11]2[CH:16]=[CH:15][CH:14]=[CH:13][C:12]=2[NH2:17])[N:7]([C:18]2[CH:23]=[CH:22][CH:21]=[CH:20][CH:19]=2)[N:6]=1)=[O:4].[C:24]([C:28]1[CH:33]=[CH:32][C:31]([N:34]=[C:35]=[O:36])=[CH:30][CH:29]=1)([CH3:27])([CH3:26])[CH3:25].C(N(CC)CC)C. (6) The reactants are Br[C:2]1[CH:7]=[CH:6][CH:5]=[CH:4][C:3]=1Br.[CH3:9][O:10][C:11]1[CH:12]=[C:13](B(O)O)[CH:14]=[CH:15][CH:16]=1.[C:20]1(P([C:20]2[CH:25]=[CH:24][CH:23]=[CH:22][CH:21]=2)[C:20]2[CH:25]=[CH:24][CH:23]=[CH:22][CH:21]=2)[CH:25]=[CH:24][CH:23]=[CH:22][CH:21]=1.[C:39](=O)([O-])[O-:40].[Na+].[Na+]. The yield is 0.997. The catalyst is C([O-])(=O)C.[Pd+2].C([O-])(=O)C.C(OCC)(=O)C.O.C(COC)OC. The product is [CH3:39][O:40][C:3]1[CH:4]=[C:5]([C:15]2[C:16]([C:20]3[CH:25]=[CH:24][CH:23]=[CH:22][CH:21]=3)=[C:11]([O:10][CH3:9])[CH:12]=[CH:13][CH:14]=2)[CH:6]=[CH:7][CH:2]=1.